This data is from Full USPTO retrosynthesis dataset with 1.9M reactions from patents (1976-2016). The task is: Predict the reactants needed to synthesize the given product. (1) Given the product [CH:5]1[C:6]([N+:7]([O-:9])=[O:8])=[CH:1][CH:2]=[C:3]([OH:10])[CH:4]=1, predict the reactants needed to synthesize it. The reactants are: [CH:1]1[C:6]([N+:7]([O-:9])=[O:8])=[CH:5][CH:4]=[C:3]([O:10][C@@H]2O[C@H](C(O)=O)[C@@H](O)[C@H](O)[C@H]2O)[CH:2]=1.P(=O)(O)(O)O. (2) Given the product [Cl:19][C:18]1[C:13]([NH:1][C:2]2[CH:3]=[C:4]([CH:9]=[CH:10][CH:11]=2)[C:5]([O:7][CH3:8])=[O:6])=[N:14][CH:15]=[CH:16][CH:17]=1, predict the reactants needed to synthesize it. The reactants are: [NH2:1][C:2]1[CH:3]=[C:4]([CH:9]=[CH:10][CH:11]=1)[C:5]([O:7][CH3:8])=[O:6].Cl[C:13]1[C:18]([Cl:19])=[CH:17][CH:16]=[CH:15][N:14]=1.C1(P(C2C=CC=CC=2)C2C=CC3C(=CC=CC=3)C=2C2C3C(=CC=CC=3)C=CC=2P(C2C=CC=CC=2)C2C=CC=CC=2)C=CC=CC=1.C(=O)([O-])[O-].[Cs+].[Cs+]. (3) Given the product [Cl:15][C:16]1[C:21]([C:22]([F:23])([F:24])[F:25])=[C:20]([O:7][CH2:6][C:5]([O:4][C:3]2[CH:10]=[CH:11][C:12]([F:14])=[CH:13][C:2]=2[F:1])([CH3:9])[CH3:8])[CH:19]=[CH:18][N:17]=1, predict the reactants needed to synthesize it. The reactants are: [F:1][C:2]1[CH:13]=[C:12]([F:14])[CH:11]=[CH:10][C:3]=1[O:4][C:5]([CH3:9])([CH3:8])[CH2:6][OH:7].[Cl:15][C:16]1[C:21]([C:22]([F:25])([F:24])[F:23])=[C:20](Cl)[CH:19]=[CH:18][N:17]=1. (4) Given the product [C:1]([O:5][C:6](=[O:27])[NH:7][CH:8]([C:10]1[CH:15]=[CH:14][C:13]([C:16](=[O:25])[NH:17][C:18]2[CH:23]=[CH:22][N:21]=[CH:20][C:19]=2[F:24])=[CH:12][C:11]=1[C:33]1[CH:32]=[CH:31][CH:30]=[C:29]([NH2:28])[CH:34]=1)[CH3:9])([CH3:4])([CH3:3])[CH3:2], predict the reactants needed to synthesize it. The reactants are: [C:1]([O:5][C:6](=[O:27])[NH:7][CH:8]([C:10]1[CH:15]=[CH:14][C:13]([C:16](=[O:25])[NH:17][C:18]2[CH:23]=[CH:22][N:21]=[CH:20][C:19]=2[F:24])=[CH:12][C:11]=1Br)[CH3:9])([CH3:4])([CH3:3])[CH3:2].[NH2:28][C:29]1[CH:30]=[C:31](B(O)O)[CH:32]=[CH:33][CH:34]=1.